This data is from Full USPTO retrosynthesis dataset with 1.9M reactions from patents (1976-2016). The task is: Predict the reactants needed to synthesize the given product. (1) Given the product [Cl:1][C:2]1[N:3]=[C:4]2[CH:9]=[CH:8][CH:7]=[CH:6][N:5]2[C:10]=1[C:11](=[O:13])/[CH:12]=[CH:19]/[N:20]([CH3:22])[CH3:21], predict the reactants needed to synthesize it. The reactants are: [Cl:1][C:2]1[N:3]=[C:4]2[CH:9]=[CH:8][CH:7]=[CH:6][N:5]2[C:10]=1[C:11](=[O:13])[CH3:12].C(O[CH:19](OC(C)(C)C)[N:20]([CH3:22])[CH3:21])(C)(C)C. (2) The reactants are: [C:1]12[N:25]=[C:18]([N:19]=[CH:20][C:21]=1[C:22]([OH:24])=O)[NH:17][CH2:16][CH2:15][CH2:14][CH2:13][CH2:12][CH2:11][N:10]1[CH:26]=[C:7]([N:8]=[N:9]1)[CH2:6][CH2:5][CH2:4][CH2:3][NH:2]2.[CH2:27]([N:34]1[CH2:39][CH2:38][CH:37]([NH2:40])[CH2:36][CH2:35]1)[C:28]1[CH:33]=[CH:32][CH:31]=[CH:30][CH:29]=1.CN(C(ON1N=NC2C=CC=NC1=2)=[N+](C)C)C.F[P-](F)(F)(F)(F)F. Given the product [CH2:27]([N:34]1[CH2:39][CH2:38][CH:37]([NH:40][C:22]([C:21]2[CH:20]=[N:19][C:18]3[NH:17][CH2:16][CH2:15][CH2:14][CH2:13][CH2:12][CH2:11][N:10]4[CH:26]=[C:7]([CH2:6][CH2:5][CH2:4][CH2:3][NH:2][C:1]=2[N:25]=3)[N:8]=[N:9]4)=[O:24])[CH2:36][CH2:35]1)[C:28]1[CH:29]=[CH:30][CH:31]=[CH:32][CH:33]=1, predict the reactants needed to synthesize it. (3) The reactants are: C(OC(=O)[NH:7][C:8]1[CH:13]=[CH:12][N:11]2[N:14]=[C:15]([C:17]3[CH:22]=[CH:21][CH:20]=[C:19]([O:23][CH3:24])[CH:18]=3)[N:16]=[C:10]2[CH:9]=1)(C)(C)C.Cl. Given the product [CH3:24][O:23][C:19]1[CH:18]=[C:17]([C:15]2[N:16]=[C:10]3[CH:9]=[C:8]([NH2:7])[CH:13]=[CH:12][N:11]3[N:14]=2)[CH:22]=[CH:21][CH:20]=1, predict the reactants needed to synthesize it.